Dataset: Reaction yield outcomes from USPTO patents with 853,638 reactions. Task: Predict the reaction yield, written as a fraction of the theoretical maximum amount of product (1.0 means a 100% yield; for example, 0.34 means a 34% yield). (1) The yield is 0.730. The reactants are I[C:2]1[C:10]2[C:5](=[CH:6][C:7]([CH:11]=[O:12])=[CH:8][CH:9]=2)[NH:4][N:3]=1.[Cu](C#N)[C:14]#[N:15].O. The catalyst is CN(C=O)C. The product is [CH:11]([C:7]1[CH:6]=[C:5]2[C:10]([C:2]([C:14]#[N:15])=[N:3][NH:4]2)=[CH:9][CH:8]=1)=[O:12]. (2) The reactants are [OH:1][C:2]1[CH:9]=[CH:8][C:5]([CH:6]=[O:7])=[CH:4][CH:3]=1.[I:10]N1C(=O)CCC1=O. The catalyst is CC(O)=O. The product is [OH:1][C:2]1[CH:9]=[CH:8][C:5]([CH:6]=[O:7])=[CH:4][C:3]=1[I:10]. The yield is 0.500. (3) The reactants are [CH:1]([C@H:14]1[CH2:20][C@@H:19]2[C@@H:17]([O:18]2)[CH2:16][O:15]1)([C:8]1[CH:13]=[CH:12][CH:11]=[CH:10][CH:9]=1)[C:2]1[CH:7]=[CH:6][CH:5]=[CH:4][CH:3]=1.[H-].[H-].[H-].[H-].[Li+].[Al+3].C1OCCOCCOCCOC1. The catalyst is CCCCC. The product is [CH:1]([C@@H:14]1[O:15][CH2:16][C@H:17]([OH:18])[CH2:19][CH2:20]1)([C:8]1[CH:13]=[CH:12][CH:11]=[CH:10][CH:9]=1)[C:2]1[CH:3]=[CH:4][CH:5]=[CH:6][CH:7]=1. The yield is 0.770. (4) The reactants are [C:1]([CH:3]([C:8]1[CH:13]=[CH:12][C:11]([O:14][CH2:15][C:16]2[CH:21]=[CH:20][C:19]([O:22][CH2:23]/[C:24](/[C:28]3[CH:33]=[CH:32][CH:31]=[C:30]([F:34])[CH:29]=3)=[N:25]\[O:26][CH3:27])=[CH:18][CH:17]=2)=[CH:10][CH:9]=1)[CH2:4][C:5]([OH:7])=[O:6])#[N:2].[OH-].[Na+:36]. No catalyst specified. The product is [C:1]([CH:3]([C:8]1[CH:9]=[CH:10][C:11]([O:14][CH2:15][C:16]2[CH:21]=[CH:20][C:19]([O:22][CH2:23]/[C:24](/[C:28]3[CH:33]=[CH:32][CH:31]=[C:30]([F:34])[CH:29]=3)=[N:25]\[O:26][CH3:27])=[CH:18][CH:17]=2)=[CH:12][CH:13]=1)[CH2:4][C:5]([O-:7])=[O:6])#[N:2].[Na+:36]. The yield is 0.716. (5) The reactants are [CH3:1][C:2]1[N:7]=[CH:6][C:5](B2OC(C)(C)C(C)(C)O2)=[CH:4][N:3]=1.Br[C:18]1[S:22][C:21]([C:23]([O:25][C:26]([CH3:29])([CH3:28])[CH3:27])=[O:24])=[N:20][CH:19]=1.C([O-])([O-])=O.[Na+].[Na+].[NH4+].[Cl-]. The catalyst is O1CCOCC1.O.C1C=CC([P]([Pd]([P](C2C=CC=CC=2)(C2C=CC=CC=2)C2C=CC=CC=2)([P](C2C=CC=CC=2)(C2C=CC=CC=2)C2C=CC=CC=2)[P](C2C=CC=CC=2)(C2C=CC=CC=2)C2C=CC=CC=2)(C2C=CC=CC=2)C2C=CC=CC=2)=CC=1. The product is [CH3:1][C:2]1[N:3]=[CH:4][C:5]([C:18]2[S:22][C:21]([C:23]([O:25][C:26]([CH3:29])([CH3:28])[CH3:27])=[O:24])=[N:20][CH:19]=2)=[CH:6][N:7]=1. The yield is 0.870.